This data is from CYP2D6 substrate classification data from Carbon-Mangels et al.. The task is: Regression/Classification. Given a drug SMILES string, predict its absorption, distribution, metabolism, or excretion properties. Task type varies by dataset: regression for continuous measurements (e.g., permeability, clearance, half-life) or binary classification for categorical outcomes (e.g., BBB penetration, CYP inhibition). Dataset: cyp2d6_substrate_carbonmangels. The drug is CN1C[C@H](C(=O)N[C@]2(C)O[C@@]3(O)[C@@H]4CCCN4C(=O)[C@H](Cc4ccccc4)N3C2=O)C=C2c3cccc4[nH]cc(c34)C[C@H]21. The result is 0 (non-substrate).